Dataset: Full USPTO retrosynthesis dataset with 1.9M reactions from patents (1976-2016). Task: Predict the reactants needed to synthesize the given product. (1) The reactants are: [C:1]1([N:7]2[C:15]3[C:10](=[CH:11][CH:12]=[CH:13][CH:14]=3)[C:9](Br)=[C:8]2[C:17]([O:19][CH3:20])=[O:18])[CH:6]=[CH:5][CH:4]=[CH:3][CH:2]=1.[CH:21]1[CH:34]=[C:33]2[CH:35]=[CH:36][C:30]3[C:31]4[C:32]2=[C:23]([CH:24]=[CH:25][C:26]=4[CH:27]=[CH:28][C:29]=3[NH2:37])[CH:22]=1.C([O-])([O-])=O.[Cs+].[Cs+].CC1(C)C2C(=C(P(C3C=CC=CC=3)C3C=CC=CC=3)C=CC=2)OC2C(P(C3C=CC=CC=3)C3C=CC=CC=3)=CC=CC1=2. Given the product [C:1]1([N:7]2[C:15]3[C:10](=[CH:11][CH:12]=[CH:13][CH:14]=3)[C:9]([NH:37][C:29]3[C:30]4[C:31]5=[C:32]6[C:33](=[CH:35][CH:36]=4)[CH:34]=[CH:21][CH:22]=[C:23]6[CH:24]=[CH:25][C:26]5=[CH:27][CH:28]=3)=[C:8]2[C:17]([O:19][CH3:20])=[O:18])[CH:6]=[CH:5][CH:4]=[CH:3][CH:2]=1, predict the reactants needed to synthesize it. (2) Given the product [CH3:13][O:12][C@@H:4]1[CH2:3][C@H:2]([O:1][S:15]([CH3:14])(=[O:17])=[O:16])[CH2:7][CH2:6][C@@H:5]1[C:8]([O:10][CH3:11])=[O:9], predict the reactants needed to synthesize it. The reactants are: [OH:1][C@@H:2]1[CH2:7][CH2:6][C@H:5]([C:8]([O:10][CH3:11])=[O:9])[C@H:4]([O:12][CH3:13])[CH2:3]1.[CH3:14][S:15](Cl)(=[O:17])=[O:16]. (3) Given the product [CH2:1]([O:8][C:9]1[C:10]([C:34]([OH:36])=[O:35])=[N:11][C:12]([NH:19][CH2:20][CH2:21][CH2:22][CH2:23][CH2:24][CH2:25][NH:26][C:27]([O:29][C:30]([CH3:31])([CH3:32])[CH3:33])=[O:28])=[C:13]2[C:18]=1[N:17]=[CH:16][CH:15]=[CH:14]2)[C:2]1[CH:3]=[CH:4][CH:5]=[CH:6][CH:7]=1, predict the reactants needed to synthesize it. The reactants are: [CH2:1]([O:8][C:9]1[C:10]([C:34]([O:36]C)=[O:35])=[N:11][C:12]([NH:19][CH2:20][CH2:21][CH2:22][CH2:23][CH2:24][CH2:25][NH:26][C:27]([O:29][C:30]([CH3:33])([CH3:32])[CH3:31])=[O:28])=[C:13]2[C:18]=1[N:17]=[CH:16][CH:15]=[CH:14]2)[C:2]1[CH:7]=[CH:6][CH:5]=[CH:4][CH:3]=1.[OH-].[Na+].Cl. (4) Given the product [Br-:8].[OH:1][CH2:2][CH2:3][CH2:4][CH2:5][CH2:6][CH2:7][P+:15]([C:16]1[CH:17]=[CH:18][CH:19]=[CH:20][CH:21]=1)([C:22]1[CH:27]=[CH:26][CH:25]=[CH:24][CH:23]=1)[C:9]1[CH:10]=[CH:11][CH:12]=[CH:13][CH:14]=1, predict the reactants needed to synthesize it. The reactants are: [OH:1][CH2:2][CH2:3][CH2:4][CH2:5][CH2:6][CH2:7][Br:8].[C:9]1([P:15]([C:22]2[CH:27]=[CH:26][CH:25]=[CH:24][CH:23]=2)[C:16]2[CH:21]=[CH:20][CH:19]=[CH:18][CH:17]=2)[CH:14]=[CH:13][CH:12]=[CH:11][CH:10]=1. (5) The reactants are: [F:1][CH2:2][C:3]([C:5]1[CH:10]=[CH:9][CH:8]=[CH:7][C:6]=1[F:11])=O.[C:12]([S@:16]([NH2:18])=[O:17])([CH3:15])([CH3:14])[CH3:13]. Given the product [F:1][CH2:2]/[C:3](=[N:18]\[S@@:16]([C:12]([CH3:15])([CH3:14])[CH3:13])=[O:17])/[C:5]1[CH:10]=[CH:9][CH:8]=[CH:7][C:6]=1[F:11], predict the reactants needed to synthesize it.